This data is from Reaction yield outcomes from USPTO patents with 853,638 reactions. The task is: Predict the reaction yield, written as a fraction of the theoretical maximum amount of product (1.0 means a 100% yield; for example, 0.34 means a 34% yield). (1) The reactants are [NH2:1][CH:2]([C:5]1[CH:10]=[CH:9][CH:8]=[CH:7][C:6]=1[C:11]([F:14])([F:13])[F:12])[CH2:3][OH:4].C([O-])([O-])=O.[K+].[K+].[Br:21][C:22]1[CH:23]=[C:24]([CH:29]=[CH:30][C:31]=1[CH2:32]Br)[C:25]([O:27][CH3:28])=[O:26]. The product is [Br:21][C:22]1[CH:23]=[C:24]([CH:29]=[CH:30][C:31]=1[CH2:32][NH:1][CH:2]([C:5]1[CH:10]=[CH:9][CH:8]=[CH:7][C:6]=1[C:11]([F:12])([F:13])[F:14])[CH2:3][OH:4])[C:25]([O:27][CH3:28])=[O:26]. The yield is 0.980. The catalyst is CC#N. (2) The reactants are [Br:1][C:2]1[CH:3]=[CH:4][C:5]2[CH:11]([OH:12])[CH:10]=[C:9]([CH3:13])[CH2:8][O:7][C:6]=2[CH:14]=1. The catalyst is C(Cl)Cl.O=[Mn]=O. The product is [Br:1][C:2]1[CH:3]=[CH:4][C:5]2[C:11](=[O:12])[CH:10]=[C:9]([CH3:13])[CH2:8][O:7][C:6]=2[CH:14]=1. The yield is 0.800. (3) The reactants are Cl.[Cl:2][C:3]1[CH:8]=[CH:7][C:6]([NH:9][NH2:10])=[CH:5][CH:4]=1.[CH2:11](Br)[C:12]#[CH:13].C1(C)C=CC=CC=1. The catalyst is [Cl-].C([N+](CCCC)(CCCC)CCCC)CCC.[OH-].[Na+].O. The product is [Cl:2][C:3]1[CH:8]=[CH:7][C:6]([N:9]([CH2:13][C:12]#[CH:11])[NH2:10])=[CH:5][CH:4]=1. The yield is 0.480. (4) The reactants are CS(O[CH2:6][CH2:7][N:8]1[CH:12]=[C:11]([C:13]2[CH:18]=[C:17]([C:19]([O:21]C)=[O:20])[CH:16]=[CH:15][N:14]=2)[N:10]=[CH:9]1)(=O)=O.[Cl:23][C:24]1[CH:25]=[C:26]([CH:32]=[CH:33][C:34]=1[Cl:35])[CH2:27][NH:28][CH:29]1[CH2:31][CH2:30]1. No catalyst specified. The product is [CH:29]1([N:28]([CH2:27][C:26]2[CH:32]=[CH:33][C:34]([Cl:35])=[C:24]([Cl:23])[CH:25]=2)[CH2:6][CH2:7][N:8]2[CH:12]=[C:11]([C:13]3[CH:18]=[C:17]([C:19]([OH:21])=[O:20])[CH:16]=[CH:15][N:14]=3)[N:10]=[CH:9]2)[CH2:30][CH2:31]1. The yield is 0.0700. (5) The reactants are [H-].[Na+].[F:3][C:4]1[CH:9]=[CH:8][C:7]([NH:10][C:11](=[O:13])[CH3:12])=[CH:6][C:5]=1[N+:14]([O-:16])=[O:15].I[CH3:18]. The catalyst is C1COCC1. The product is [F:3][C:4]1[CH:9]=[CH:8][C:7]([N:10]([CH3:18])[C:11](=[O:13])[CH3:12])=[CH:6][C:5]=1[N+:14]([O-:16])=[O:15]. The yield is 1.00. (6) The reactants are [F:1][C:2]1[CH:7]=[CH:6][C:5]([C:8]([C:10]2[CH:15]=[CH:14][C:13]([OH:16])=[C:12](I)[CH:11]=2)=[O:9])=[CH:4][CH:3]=1.[CH2:18]([N:22]1[CH2:26][CH2:25][CH2:24][C@H:23]1[CH3:27])[CH2:19][C:20]#[CH:21].C(#N)C.CC1C=CC(P(C2C=CC(C)=CC=2)C2C=CC(C)=CC=2)=CC=1.C(NC(C)C)(C)C. The catalyst is CC([O-])=O.CC([O-])=O.[Pd+2].[Cu](I)I. The product is [F:1][C:2]1[CH:7]=[CH:6][C:5]([C:8]([C:10]2[CH:15]=[CH:14][C:13]3[O:16][C:20]([CH2:19][CH2:18][N:22]4[CH2:26][CH2:25][CH2:24][C@H:23]4[CH3:27])=[CH:21][C:12]=3[CH:11]=2)=[O:9])=[CH:4][CH:3]=1. The yield is 0.180.